From a dataset of Reaction yield outcomes from USPTO patents with 853,638 reactions. Predict the reaction yield, written as a fraction of the theoretical maximum amount of product (1.0 means a 100% yield; for example, 0.34 means a 34% yield). (1) The reactants are O1CCCC1.C[Si](C)(C)[C:8]([F:11])([F:10])[F:9].[O:14]1[CH2:18][CH2:17][C:16](=[O:19])[CH2:15]1.Cl. The product is [F:9][C:8]([F:11])([F:10])[C:16]1([OH:19])[CH2:17][CH2:18][O:14][CH2:15]1. The catalyst is CCOC(C)=O.CCCC[N+](CCCC)(CCCC)CCCC.[F-]. The yield is 0.441. (2) No catalyst specified. The reactants are Cl.[CH3:2][NH:3][OH:4].CO[Na].[Br:8][C:9]1[CH:10]=[C:11]2C(=[CH:17][C:18]=1[F:19])O[CH:14]([C:20]1[CH:25]=[CH:24][CH:23]=[CH:22][CH:21]=1)[CH2:13][C:12]2=[N:26][C:27]#[N:28].[CH3:29][OH:30]. The product is [Br:8][C:9]1[CH:10]=[C:11]2[C:12]3([O:4][N:3]([CH3:2])[C:27]([NH2:28])=[N:26]3)[CH2:13][CH:14]([C:20]3[CH:21]=[CH:22][CH:23]=[CH:24][CH:25]=3)[O:30][C:29]2=[CH:17][C:18]=1[F:19]. The yield is 0.300.